From a dataset of Forward reaction prediction with 1.9M reactions from USPTO patents (1976-2016). Predict the product of the given reaction. (1) Given the reactants [Cl:1][C:2]1[CH:7]=[CH:6][C:5]([NH:8][C:9]([NH:11][C:12]2[CH:17]=[CH:16][C:15]([O:18][C:19]3[CH:24]=[C:23](S(C)(=O)=O)[N:22]=[CH:21][N:20]=3)=[CH:14][CH:13]=2)=[O:10])=[CH:4][C:3]=1[C:29]([F:32])([F:31])[F:30].[NH2:33][CH2:34][CH2:35][OH:36], predict the reaction product. The product is: [Cl:1][C:2]1[CH:7]=[CH:6][C:5]([NH:8][C:9]([NH:11][C:12]2[CH:17]=[CH:16][C:15]([O:18][C:19]3[CH:24]=[C:23]([NH:33][CH2:34][CH2:35][OH:36])[N:22]=[CH:21][N:20]=3)=[CH:14][CH:13]=2)=[O:10])=[CH:4][C:3]=1[C:29]([F:32])([F:31])[F:30]. (2) Given the reactants C(OC([N:8]1[C:16]2[C:11](=[CH:12][CH:13]=[C:14]([Cl:17])[CH:15]=2)/[C:10](=[CH:18]/[C:19]2[CH:24]=[C:23]([Cl:25])[CH:22]=[CH:21][C:20]=2[O:26][CH2:27][CH:28]2[CH2:33][CH2:32][O:31][CH2:30][CH2:29]2)/[C:9]1=[O:34])=C)(C)(C)C.[F:35][C:36]1[CH:37]=[CH:38][C:39]([CH3:51])=[C:40]([CH:42]=[N:43][C:44]([O:46][Si](C)(C)C)=[CH2:45])[CH:41]=1, predict the reaction product. The product is: [Cl:17][C:14]1[CH:15]=[C:16]2[NH:8][C:9](=[O:34])[C:10]3([CH:18]([C:19]4[CH:24]=[C:23]([Cl:25])[CH:22]=[CH:21][C:20]=4[O:26][CH2:27][CH:28]4[CH2:29][CH2:30][O:31][CH2:32][CH2:33]4)[CH2:45][C:44](=[O:46])[NH:43][CH:42]3[C:40]3[CH:41]=[C:36]([F:35])[CH:37]=[CH:38][C:39]=3[CH3:51])[C:11]2=[CH:12][CH:13]=1. (3) Given the reactants [CH3:1][O:2][CH2:3][N:4]1[C:9]2[CH:10]=[C:11]([CH:14]=[O:15])[CH:12]=[CH:13][C:8]=2[S:7][C:6]2[N:16]=[CH:17][CH:18]=[N:19][C:5]1=2.[CH3:20][Li], predict the reaction product. The product is: [CH3:1][O:2][CH2:3][N:4]1[C:9]2[CH:10]=[C:11]([C:14]([CH3:20])=[O:15])[CH:12]=[CH:13][C:8]=2[S:7][C:6]2[N:16]=[CH:17][CH:18]=[N:19][C:5]1=2. (4) Given the reactants [C:1]([O:5][C:6]([NH:8][C:9]1[CH:10]=[CH:11][C:12]([C:15](=O)[CH2:16][C:17](=O)[C:18]([O:20][CH2:21][CH3:22])=[O:19])=[N:13][CH:14]=1)=[O:7])([CH3:4])([CH3:3])[CH3:2].[NH:25]([C:27]1[CH:32]=[N:31][CH:30]=[CH:29][N:28]=1)[NH2:26], predict the reaction product. The product is: [C:1]([O:5][C:6]([NH:8][C:9]1[CH:10]=[CH:11][C:12]([C:15]2[N:25]([C:27]3[CH:32]=[N:31][CH:30]=[CH:29][N:28]=3)[N:26]=[C:17]([C:18]([O:20][CH2:21][CH3:22])=[O:19])[CH:16]=2)=[N:13][CH:14]=1)=[O:7])([CH3:4])([CH3:3])[CH3:2]. (5) Given the reactants [O:1]=[C:2]1[N:8]([CH:9]2[CH2:14][CH2:13][N:12]([C:15]([O:17][C@@H:18]([C:29](O)=[O:30])[CH2:19][C:20]3[CH:25]=[C:24]([Br:26])[C:23]([OH:27])=[C:22]([Br:28])[CH:21]=3)=[O:16])[CH2:11][CH2:10]2)[CH2:7][CH2:6][C:5]2[CH:32]=[CH:33][CH:34]=[CH:35][C:4]=2[NH:3]1.CN(C(ON1N=NC2C=CC=CC1=2)=[N+](C)C)C.[B-](F)(F)(F)F.C(N(C(C)C)C(C)C)C.[CH3:67][S:68]([N:71]1[CH2:76][CH2:75][CH:74]([CH:77]2[CH2:82][CH2:81][NH:80][CH2:79][CH2:78]2)[CH2:73][CH2:72]1)(=[O:70])=[O:69], predict the reaction product. The product is: [O:1]=[C:2]1[N:8]([CH:9]2[CH2:10][CH2:11][N:12]([C:15]([O:17][C@H:18]([CH2:19][C:20]3[CH:21]=[C:22]([Br:28])[C:23]([OH:27])=[C:24]([Br:26])[CH:25]=3)[C:29]([N:80]3[CH2:79][CH2:78][CH:77]([CH:74]4[CH2:73][CH2:72][N:71]([S:68]([CH3:67])(=[O:70])=[O:69])[CH2:76][CH2:75]4)[CH2:82][CH2:81]3)=[O:30])=[O:16])[CH2:13][CH2:14]2)[CH2:7][CH2:6][C:5]2[CH:32]=[CH:33][CH:34]=[CH:35][C:4]=2[NH:3]1. (6) Given the reactants [CH2:1]([OH:13])[CH2:2][CH2:3][CH2:4][CH2:5][CH2:6][CH2:7][CH2:8][CH2:9][CH2:10][CH2:11][CH3:12].C(N(CC)CC)C.[C:21]1([CH3:31])[CH:26]=[CH:25][C:24]([S:27](Cl)(=[O:29])=[O:28])=[CH:23][CH:22]=1, predict the reaction product. The product is: [S:27]([C:24]1[CH:25]=[CH:26][C:21]([CH3:31])=[CH:22][CH:23]=1)([O:13][CH2:1][CH2:2][CH2:3][CH2:4][CH2:5][CH2:6][CH2:7][CH2:8][CH2:9][CH2:10][CH2:11][CH3:12])(=[O:29])=[O:28]. (7) Given the reactants [CH3:1][C:2]1[O:6][C:5]([CH:7]([NH2:13])[C:8]2([CH3:12])[CH2:11][O:10][CH2:9]2)=[CH:4][CH:3]=1.[N:14]1[C:18]2[CH:19]=[CH:20][CH:21]=[C:22]([NH:23][C:24]3[C:25](=O)[C:26](=[O:30])[C:27]=3[O:28]C)[C:17]=2[NH:16][N:15]=1, predict the reaction product. The product is: [N:14]1[C:18]2[CH:19]=[CH:20][CH:21]=[C:22]([NH:23][C:24]3[C:27](=[O:28])[C:26](=[O:30])[C:25]=3[NH:13][CH:7]([C:5]3[O:6][C:2]([CH3:1])=[CH:3][CH:4]=3)[C:8]3([CH3:12])[CH2:9][O:10][CH2:11]3)[C:17]=2[NH:16][N:15]=1.